This data is from Full USPTO retrosynthesis dataset with 1.9M reactions from patents (1976-2016). The task is: Predict the reactants needed to synthesize the given product. (1) Given the product [CH3:37][N:34]1[C:32]2[CH:33]=[C:28]([C:25]3[CH:26]=[CH:27][C:22]([O:21][CH2:20][CH2:19][N:7]4[C:6](=[O:11])[C:5]5([CH2:12][CH2:13][N:2]([CH3:1])[CH2:3][CH2:4]5)[NH:9][C:8]4=[O:10])=[C:23]([C:40]([F:41])([F:42])[F:43])[CH:24]=3)[N:7]=[C:6]([C:5]#[N:9])[C:31]=2[N:36]=[CH:35]1, predict the reactants needed to synthesize it. The reactants are: [CH3:1][N:2]1[CH2:13][CH2:12][C:5]2([NH:9][C:8](=[O:10])[NH:7][C:6]2=[O:11])[CH2:4][CH2:3]1.CS(O[CH2:19][CH2:20][O:21][C:22]1[CH:27]=[CH:26][C:25]([C:28]2[CH:33]=[C:32]3[N:34]([CH3:37])[CH2:35][N:36]=[C:31]3N(C#N)C=2)=[CH:24][C:23]=1[C:40]([F:43])([F:42])[F:41])(=O)=O.C([O-])([O-])=O.[K+].[K+]. (2) Given the product [CH3:40][O:39][C:36]1[CH:35]=[CH:34][C:33]([N:30]2[CH2:29][CH2:28][N:27]([CH2:26][C:12]3[N:13]=[C:14]([C:16]4[CH:17]=[CH:18][C:19]([C:22]([F:25])([F:23])[F:24])=[CH:20][CH:21]=4)[S:15][C:11]=3[CH2:10][CH2:9][C:8]([C:5]3[CH:6]=[CH:7][C:2]([O:1][CH2:44][C:45]([O:47][CH2:48][CH3:49])=[O:46])=[C:3]([CH3:42])[CH:4]=3)=[O:41])[CH2:32][CH2:31]2)=[CH:38][CH:37]=1, predict the reactants needed to synthesize it. The reactants are: [OH:1][C:2]1[CH:7]=[CH:6][C:5]([C:8](=[O:41])[CH2:9][CH2:10][C:11]2[S:15][C:14]([C:16]3[CH:21]=[CH:20][C:19]([C:22]([F:25])([F:24])[F:23])=[CH:18][CH:17]=3)=[N:13][C:12]=2[CH2:26][N:27]2[CH2:32][CH2:31][N:30]([C:33]3[CH:38]=[CH:37][C:36]([O:39][CH3:40])=[CH:35][CH:34]=3)[CH2:29][CH2:28]2)=[CH:4][C:3]=1[CH3:42].Br[CH2:44][C:45]([O:47][CH2:48][CH3:49])=[O:46].C(=O)([O-])[O-].[K+].[K+]. (3) Given the product [CH3:1][C@H:2]1[CH2:6][CH2:5][CH2:4][N:3]1[C@H:7]1[CH2:11][CH2:10][N:9]([C:13]2[N:14]=[CH:15][C:16]([N:19]3[CH2:23][CH2:22][C:21]4([CH2:28][CH2:27][O:26][CH2:25][CH2:24]4)[C:20]3=[O:29])=[CH:17][N:18]=2)[CH2:8]1, predict the reactants needed to synthesize it. The reactants are: [CH3:1][C@H:2]1[CH2:6][CH2:5][CH2:4][N:3]1[C@H:7]1[CH2:11][CH2:10][NH:9][CH2:8]1.Cl[C:13]1[N:18]=[CH:17][C:16]([N:19]2[CH2:23][CH2:22][C:21]3([CH2:28][CH2:27][O:26][CH2:25][CH2:24]3)[C:20]2=[O:29])=[CH:15][N:14]=1.C(=O)([O-])[O-].[K+].[K+]. (4) Given the product [Cl:1][C:2]1[CH:7]=[C:6]([Cl:8])[CH:5]=[CH:4][C:3]=1[C:9]1[C:28](=[O:29])[N:27]([CH3:30])[C:12]2[N:13]([CH3:26])[C:14]3[C:19]([C:11]=2[CH:10]=1)=[CH:18][C:17]([C:20]1[O:25][N:32]=[C:22]([CH3:23])[CH:21]=1)=[CH:16][CH:15]=3, predict the reactants needed to synthesize it. The reactants are: [Cl:1][C:2]1[CH:7]=[C:6]([Cl:8])[CH:5]=[CH:4][C:3]=1[C:9]1[C:28](=[O:29])[N:27]([CH3:30])[C:12]2[N:13]([CH3:26])[C:14]3[C:19]([C:11]=2[CH:10]=1)=[CH:18][C:17]([C:20](=[O:25])[CH2:21][C:22](=O)[CH3:23])=[CH:16][CH:15]=3.Cl.[NH2:32]O. (5) The reactants are: [Br:1][C:2]1[CH:7]=[CH:6][C:5]([CH:8](Br)Br)=[C:4]([C:11]([F:14])([F:13])[F:12])[CH:3]=1.C([OH:17])C. Given the product [Br:1][C:2]1[CH:7]=[CH:6][C:5]([CH:8]=[O:17])=[C:4]([C:11]([F:14])([F:13])[F:12])[CH:3]=1, predict the reactants needed to synthesize it. (6) Given the product [S:6]1[C:2]([NH:18][C:15]2[CH:16]=[CH:17][C:12]([O:11][CH3:10])=[CH:13][CH:14]=2)=[N:3][N:4]2[CH:9]=[CH:8][N:7]=[C:5]12, predict the reactants needed to synthesize it. The reactants are: Br[C:2]1[S:6][C:5]2=[N:7][CH:8]=[CH:9][N:4]2[N:3]=1.[CH3:10][O:11][C:12]1[CH:17]=[CH:16][C:15]([NH2:18])=[CH:14][CH:13]=1. (7) Given the product [Cl:1][C:2]1[C:3]([OH:12])=[C:4]([CH2:26][CH:21]2[CH2:22][NH:23][CH2:24][CH2:25][N:20]2[C:18]([O:17][C:13]([CH3:16])([CH3:14])[CH3:15])=[O:19])[C:5]2[O:9][CH2:8][C:7](=[O:10])[C:6]=2[CH:11]=1, predict the reactants needed to synthesize it. The reactants are: [Cl:1][C:2]1[C:3]([OH:12])=[CH:4][C:5]2[O:9][CH2:8][C:7](=[O:10])[C:6]=2[CH:11]=1.[C:13]([O:17][C:18]([N:20]1[CH2:25][CH2:24][NH:23][CH2:22][CH2:21]1)=[O:19])([CH3:16])([CH3:15])[CH3:14].[CH2:26]=O. (8) Given the product [C:1]([CH2:3][CH2:4][N:5]1[C:6]([C:8]2[CH:9]=[C:10]([CH:15]=[CH:16][CH:17]=2)[C:11]([O:13][CH3:14])=[O:12])=[N:20][N:19]=[N:18]1)#[N:2], predict the reactants needed to synthesize it. The reactants are: [C:1]([CH2:3][CH2:4][NH:5][C:6]([C:8]1[CH:9]=[C:10]([CH:15]=[CH:16][CH:17]=1)[C:11]([O:13][CH3:14])=[O:12])=O)#[N:2].[N-:18]=[N+:19]=[N-:20].[Na+].C([O-])(O)=O.[Na+].CCOC(C)=O. (9) The reactants are: [CH2:1]([O:3]/[C:4](=[CH:8]\[C:9]1[CH:14]=[CH:13][C:12]([O:15][CH2:16][CH2:17][C:18]2[N:19]=[C:20]([C:24]3[CH:29]=[CH:28][CH:27]=[CH:26][CH:25]=3)[O:21][C:22]=2[CH3:23])=[CH:11][C:10]=1[CH3:30])/[C:5]([OH:7])=[O:6])[CH3:2]. Given the product [CH2:1]([O:3][CH:4]([CH2:8][C:9]1[CH:14]=[CH:13][C:12]([O:15][CH2:16][CH2:17][C:18]2[N:19]=[C:20]([C:24]3[CH:25]=[CH:26][CH:27]=[CH:28][CH:29]=3)[O:21][C:22]=2[CH3:23])=[CH:11][C:10]=1[CH3:30])[C:5]([OH:7])=[O:6])[CH3:2], predict the reactants needed to synthesize it. (10) Given the product [CH3:20][O:19][CH2:18][CH2:17][O:16][C:4]1[CH:5]=[C:6]2[C:10](=[C:2]([NH:1][S:35]([C:31]3[N:30]([CH3:29])[CH:34]=[CH:33][N:32]=3)(=[O:37])=[O:36])[CH:3]=1)[NH:9][C:8]([C:11]([O:13][CH2:14][CH3:15])=[O:12])=[CH:7]2, predict the reactants needed to synthesize it. The reactants are: [NH2:1][C:2]1[CH:3]=[C:4]([O:16][CH2:17][CH2:18][O:19][CH3:20])[CH:5]=[C:6]2[C:10]=1[NH:9][C:8]([C:11]([O:13][CH2:14][CH3:15])=[O:12])=[CH:7]2.N1C(C)=CC=CC=1C.[CH3:29][N:30]1[CH:34]=[CH:33][N:32]=[C:31]1[S:35](Cl)(=[O:37])=[O:36].Cl.